Dataset: Reaction yield outcomes from USPTO patents with 853,638 reactions. Task: Predict the reaction yield, written as a fraction of the theoretical maximum amount of product (1.0 means a 100% yield; for example, 0.34 means a 34% yield). (1) The reactants are C([SiH](C(C)C)C(C)C)(C)C.FC(F)(F)C(O)=O.[Cl:18][C:19]1[CH:20]=[C:21]([N:26]2[C:30](=[O:31])[O:29][N:28]=[C:27]2[C:32]2[C:36]([NH:37][CH2:38][CH2:39][NH:40]C(C3C=CC=CC=3)(C3C=CC=CC=3)C3C=CC=CC=3)=[N:35][O:34][N:33]=2)[CH:22]=[CH:23][C:24]=1[F:25]. No catalyst specified. The product is [ClH:18].[NH2:40][CH2:39][CH2:38][NH:37][C:36]1[C:32]([C:27]2[N:26]([C:21]3[CH:22]=[CH:23][C:24]([F:25])=[C:19]([Cl:18])[CH:20]=3)[C:30](=[O:31])[O:29][N:28]=2)=[N:33][O:34][N:35]=1. The yield is 0.980. (2) The reactants are [OH-].C([N+](C)(C)C)C1C=CC=CC=1.CO.[C:15]([CH2:17][CH2:18][NH:19][C:20]([CH3:25])([CH3:24])[C:21]([OH:23])=[O:22])#[N:16].[C:26]([O:30][C:31](O[C:31]([O:30][C:26]([CH3:29])([CH3:28])[CH3:27])=[O:32])=[O:32])([CH3:29])([CH3:28])[CH3:27]. The catalyst is C(#N)C. The product is [C:26]([O:30][C:31]([N:19]([CH2:18][CH2:17][C:15]#[N:16])[C:20]([CH3:25])([CH3:24])[C:21]([OH:23])=[O:22])=[O:32])([CH3:29])([CH3:28])[CH3:27]. The yield is 0.840. (3) The reactants are Cl[C:2]1[C:3]([CH:8]2[CH2:11][N:10]([C:12]([O:14][C:15]([CH3:18])([CH3:17])[CH3:16])=[O:13])[CH2:9]2)=[N:4][CH:5]=[CH:6][N:7]=1.[CH3:19][C:20]1[CH:21]=[C:22](B(O)O)[CH:23]=[CH:24][CH:25]=1.[O-]P([O-])([O-])=O.[K+].[K+].[K+].O. The catalyst is O1CCOCC1.C1C=CC(P(C2C=CC=CC=2)[C-]2C=CC=C2)=CC=1.C1C=CC(P(C2C=CC=CC=2)[C-]2C=CC=C2)=CC=1.Cl[Pd]Cl.[Fe+2]. The product is [C:15]([O:14][C:12]([N:10]1[CH2:11][CH:8]([C:3]2[C:2]([C:24]3[CH:25]=[C:20]([CH3:19])[CH:21]=[CH:22][CH:23]=3)=[N:7][CH:6]=[CH:5][N:4]=2)[CH2:9]1)=[O:13])([CH3:18])([CH3:17])[CH3:16]. The yield is 0.918. (4) The reactants are [CH3:1][N:2]1[C:10]([CH3:11])=[C:9]2[C:4]([CH:5]=[C:6]([NH:12][C:13]3[N:18]=[C:17]([N:19]([CH3:30])[CH:20]4[CH2:29][CH2:28][C:23]5([CH2:27][NH:26][CH2:25][CH2:24]5)[CH2:22][CH2:21]4)[CH:16]=[CH:15][N:14]=3)[CH:7]=[CH:8]2)=[N:3]1.[C:31]([CH2:33][C:34](O)=[O:35])#[N:32].CN(C(ON1N=NC2C=CC=NC1=2)=[N+](C)C)C.F[P-](F)(F)(F)(F)F.CCN(CC)CC. The catalyst is C(Cl)Cl.CN(C=O)C. The product is [CH3:1][N:2]1[C:10]([CH3:11])=[C:9]2[C:4]([CH:5]=[C:6]([NH:12][C:13]3[N:18]=[C:17]([N:19]([CH3:30])[CH:20]4[CH2:29][CH2:28][C:23]5([CH2:27][N:26]([C:34](=[O:35])[CH2:33][C:31]#[N:32])[CH2:25][CH2:24]5)[CH2:22][CH2:21]4)[CH:16]=[CH:15][N:14]=3)[CH:7]=[CH:8]2)=[N:3]1. The yield is 0.600. (5) The reactants are [F:1][C:2]1[CH:3]=[CH:4][C:5]([O:19][CH2:20][C:21](O)=[O:22])=[C:6]([C:8]2[CH:13]=[CH:12][CH:11]=[CH:10][C:9]=2[O:14][C:15]([F:18])([F:17])[F:16])[CH:7]=1.[CH:24]([NH:27][NH:28][C:29]([C:31]1[O:32][CH:33]=[CH:34][CH:35]=1)=[O:30])([CH3:26])[CH3:25].C(NC(C)C)(C)C.C1CN([P+](Br)(N2CCCC2)N2CCCC2)CC1.F[P-](F)(F)(F)(F)F. The catalyst is CN(C=O)C. The product is [F:1][C:2]1[CH:3]=[CH:4][C:5]([O:19][CH2:20][C:21]([N:27]([CH:24]([CH3:26])[CH3:25])[NH:28][C:29]([C:31]2[O:32][CH:33]=[CH:34][CH:35]=2)=[O:30])=[O:22])=[C:6]([C:8]2[CH:13]=[CH:12][CH:11]=[CH:10][C:9]=2[O:14][C:15]([F:16])([F:17])[F:18])[CH:7]=1. The yield is 0.440. (6) The reactants are C1(P(C2C=CC=CC=2)C2C=CC=CC=2)C=CC=CC=1.N(C(OC(C)C)=O)=NC(OC(C)C)=O.[C:34]([OH:42])(=[O:41])[C:35]1[CH:40]=[CH:39][CH:38]=[CH:37][CH:36]=1.[CH2:43]([O:50][C:51]([N:53]1[CH2:57][CH:56]2[CH:58](O)[CH:59]([F:61])[CH2:60][CH:55]2[CH2:54]1)=[O:52])[C:44]1[CH:49]=[CH:48][CH:47]=[CH:46][CH:45]=1. The catalyst is O1CCCC1. The product is [CH2:43]([O:50][C:51]([N:53]1[CH2:57][CH:56]2[CH:58]([O:41][C:34](=[O:42])[C:35]3[CH:40]=[CH:39][CH:38]=[CH:37][CH:36]=3)[CH:59]([F:61])[CH2:60][CH:55]2[CH2:54]1)=[O:52])[C:44]1[CH:45]=[CH:46][CH:47]=[CH:48][CH:49]=1. The yield is 0.910.